This data is from Full USPTO retrosynthesis dataset with 1.9M reactions from patents (1976-2016). The task is: Predict the reactants needed to synthesize the given product. (1) Given the product [NH2:1][C:2]1[C:11]2[N:12]=[C:13]([CH2:15][CH3:16])[S:14][C:10]=2[C:9]2[CH:8]=[CH:7][C:6]([O:17][CH2:25][C:26]3[O:30][C:29]([C:31]([O:33][CH2:34][CH3:35])=[O:32])=[CH:28][CH:27]=3)=[CH:5][C:4]=2[N:3]=1, predict the reactants needed to synthesize it. The reactants are: [NH2:1][C:2]1[C:11]2[N:12]=[C:13]([CH2:15][CH3:16])[S:14][C:10]=2[C:9]2[CH:8]=[CH:7][C:6]([OH:17])=[CH:5][C:4]=2[N:3]=1.C(=O)([O-])[O-].[Cs+].[Cs+].Cl[CH2:25][C:26]1[O:30][C:29]([C:31]([O:33][CH2:34][CH3:35])=[O:32])=[CH:28][CH:27]=1. (2) Given the product [CH:3]1([C@H:9]([NH:14][C:15]([C:17]2[CH:22]=[CH:21][C:20]([C:23]3[CH:28]=[CH:27][C:26]([O:29][CH3:30])=[C:25]([F:31])[CH:24]=3)=[CH:19][C:18]=2[NH:32][C:33]([NH:35][C:36]2[C:37]([CH3:44])=[CH:38][C:39]([CH3:43])=[CH:40][C:41]=2[CH3:42])=[O:34])=[O:16])[C:10]([OH:12])=[O:11])[CH2:8][CH2:7][CH2:6][CH2:5][CH2:4]1, predict the reactants needed to synthesize it. The reactants are: [OH-].[Li+].[CH:3]1([C@H:9]([NH:14][C:15]([C:17]2[CH:22]=[CH:21][C:20]([C:23]3[CH:28]=[CH:27][C:26]([O:29][CH3:30])=[C:25]([F:31])[CH:24]=3)=[CH:19][C:18]=2[NH:32][C:33]([NH:35][C:36]2[C:41]([CH3:42])=[CH:40][C:39]([CH3:43])=[CH:38][C:37]=2[CH3:44])=[O:34])=[O:16])[C:10]([O:12]C)=[O:11])[CH2:8][CH2:7][CH2:6][CH2:5][CH2:4]1.CO.O. (3) Given the product [Br:3][C:4]1[C:9]2[N:10]([C:16]3[CH:17]=[CH:18][CH:19]=[CH:20][CH:21]=3)[C:11]([C@@H:13]([NH:15][C:25]3[N:33]=[CH:32][N:31]=[C:30]4[C:26]=3[N:27]=[CH:28][N:29]4[CH:34]3[CH2:39][CH2:38][CH2:37][CH2:36][O:35]3)[CH3:14])=[N:12][C:8]=2[CH:7]=[CH:6][C:5]=1[O:22][CH3:23], predict the reactants needed to synthesize it. The reactants are: Cl.Cl.[Br:3][C:4]1[C:9]2[N:10]([C:16]3[CH:21]=[CH:20][CH:19]=[CH:18][CH:17]=3)[C:11]([C@@H:13]([NH2:15])[CH3:14])=[N:12][C:8]=2[CH:7]=[CH:6][C:5]=1[O:22][CH3:23].Cl[C:25]1[N:33]=[CH:32][N:31]=[C:30]2[C:26]=1[N:27]=[CH:28][N:29]2[CH:34]1[CH2:39][CH2:38][CH2:37][CH2:36][O:35]1.CCN(C(C)C)C(C)C. (4) Given the product [CH3:1][C:2]1[CH:7]=[C:6]([N+:8]([O-:10])=[O:9])[CH:5]=[CH:4][C:3]=1[N:11]=[C:12]1[N:18]([CH2:14][CH:15]([CH3:17])[CH3:16])[C:26](=[O:27])[CH2:25][S:13]1, predict the reactants needed to synthesize it. The reactants are: [CH3:1][C:2]1[CH:7]=[C:6]([N+:8]([O-:10])=[O:9])[CH:5]=[CH:4][C:3]=1[N:11]=[C:12]=[S:13].[CH2:14]([NH2:18])[CH:15]([CH3:17])[CH3:16].CCCCCC.[CH3:25][CH2:26][O:27]C(C)=O.CN1CCOCC1. (5) Given the product [ClH:1].[NH:22]1[CH2:23][CH2:24][CH:19]([C:14]2[CH:15]=[CH:16][CH:17]=[CH:18][C:13]=2[CH2:12][CH2:11][C:10]([O:9][CH2:8][CH3:3])=[O:32])[CH2:20][CH2:21]1, predict the reactants needed to synthesize it. The reactants are: [ClH:1].O1CCOC[CH2:3]1.[CH3:8][O:9][C:10](=[O:32])[CH2:11][CH2:12][C:13]1[CH:18]=[CH:17][CH:16]=[CH:15][C:14]=1[CH:19]1[CH2:24][CH2:23][N:22](C(OC(C)(C)C)=O)[CH2:21][CH2:20]1. (6) Given the product [C:7]([O:11][C:12]([NH:14][C@@H:15]1[CH2:16][CH2:17][C@H:18]([O:21][C:22]2[CH:30]=[C:29]([CH3:31])[CH:28]=[CH:27][C:23]=2[C:24]([NH:38][C:39]2[C:40]([C:45]([NH:47][C:48]3[CH:53]=[CH:52][C:51]([Cl:54])=[CH:50][N:49]=3)=[O:46])=[N:41][CH:42]=[CH:43][CH:44]=2)=[S:25])[CH2:19][CH2:20]1)=[O:13])([CH3:8])([CH3:9])[CH3:10], predict the reactants needed to synthesize it. The reactants are: C(Cl)(=O)C(Cl)=O.[C:7]([O:11][C:12]([NH:14][C@@H:15]1[CH2:20][CH2:19][C@H:18]([O:21][C:22]2[CH:30]=[C:29]([CH3:31])[CH:28]=[CH:27][C:23]=2[C:24](O)=[S:25])[CH2:17][CH2:16]1)=[O:13])([CH3:10])([CH3:9])[CH3:8].N1C=CC=CC=1.[NH2:38][C:39]1[C:40]([C:45]([NH:47][C:48]2[CH:53]=[CH:52][C:51]([Cl:54])=[CH:50][N:49]=2)=[O:46])=[N:41][CH:42]=[CH:43][CH:44]=1. (7) Given the product [CH3:19][C:7]1[O:6][C:5]([C:3]([OH:2])=[O:4])=[CH:9][C:8]=1[CH2:10][O:11][C:12]1[CH:17]=[CH:16][C:15]([C:23]2[CH:24]=[CH:25][CH:26]=[CH:27][C:22]=2[S:21][CH3:20])=[CH:14][CH:13]=1, predict the reactants needed to synthesize it. The reactants are: C[O:2][C:3]([C:5]1[O:6][C:7]([CH3:19])=[C:8]([CH2:10][O:11][C:12]2[CH:17]=[CH:16][C:15](I)=[CH:14][CH:13]=2)[CH:9]=1)=[O:4].[CH3:20][S:21][C:22]1[CH:27]=[CH:26][CH:25]=[CH:24][C:23]=1B(O)O. (8) The reactants are: [CH2:1]([O:3][C:4](=[O:25])[CH2:5][C:6]1[CH:7]=[C:8]([C:12]2[CH:17]=[CH:16][C:15]([C:18]([F:21])([F:20])[F:19])=[CH:14][C:13]=2[N+:22]([O-])=O)[CH:9]=[CH:10][CH:11]=1)[CH3:2]. Given the product [CH2:1]([O:3][C:4](=[O:25])[CH2:5][C:6]1[CH:7]=[C:8]([C:12]2[CH:17]=[CH:16][C:15]([C:18]([F:20])([F:19])[F:21])=[CH:14][C:13]=2[NH2:22])[CH:9]=[CH:10][CH:11]=1)[CH3:2], predict the reactants needed to synthesize it. (9) Given the product [CH:25]1([CH2:24][C@H:3]([NH:2][S:37]([C:36]2[C:32]([CH3:31])=[N:33][O:34][C:35]=2[CH3:41])(=[O:39])=[O:38])[C:4]([NH:6][C@H:7]2[CH2:13][CH2:12][CH2:11][N:10]([S:14]([C:17]3[CH:22]=[CH:21][CH:20]=[CH:19][N:18]=3)(=[O:15])=[O:16])[CH2:9][C:8]2=[O:23])=[O:5])[CH2:30][CH2:29][CH2:28][CH2:27][CH2:26]1, predict the reactants needed to synthesize it. The reactants are: Cl.[NH2:2][C@@H:3]([CH2:24][CH:25]1[CH2:30][CH2:29][CH2:28][CH2:27][CH2:26]1)[C:4]([NH:6][C@H:7]1[CH2:13][CH2:12][CH2:11][N:10]([S:14]([C:17]2[CH:22]=[CH:21][CH:20]=[CH:19][N:18]=2)(=[O:16])=[O:15])[CH2:9][C@@H:8]1[OH:23])=[O:5].[CH3:31][C:32]1[C:36]([S:37](Cl)(=[O:39])=[O:38])=[C:35]([CH3:41])[O:34][N:33]=1.CC(OI1(OC(C)=O)(OC(C)=O)OC(=O)C2C=CC=CC1=2)=O. (10) The reactants are: C(O[C:6]([N:8]1[CH2:13][CH2:12][N:11](C2C(=O)N(CC(C)C)N=C(C3C=CC(C)=C(F)C=3)C=2C)[CH2:10][CH2:9]1)=O)(C)(C)C.[F:34][C:35]1[CH:36]=[C:37]([C:42]2[CH:43]=[C:44]([CH2:53]OS(C)(=O)=O)[C:45](=[O:52])[N:46]([CH2:48][CH:49]([CH3:51])[CH3:50])[N:47]=2)[CH:38]=[CH:39][C:40]=1[F:41].CN1CCNCC1. Given the product [F:34][C:35]1[CH:36]=[C:37]([C:42]2[CH:43]=[C:44]([CH2:53][N:11]3[CH2:12][CH2:13][N:8]([CH3:6])[CH2:9][CH2:10]3)[C:45](=[O:52])[N:46]([CH2:48][CH:49]([CH3:51])[CH3:50])[N:47]=2)[CH:38]=[CH:39][C:40]=1[F:41], predict the reactants needed to synthesize it.